Dataset: Reaction yield outcomes from USPTO patents with 853,638 reactions. Task: Predict the reaction yield, written as a fraction of the theoretical maximum amount of product (1.0 means a 100% yield; for example, 0.34 means a 34% yield). The reactants are [NH2:1][C:2]1[C:7]([CH3:8])=[CH:6][C:5]([OH:9])=[C:4]([CH3:10])[CH:3]=1.[CH3:11][C:12]([O:15][C:16](O[C:16]([O:15][C:12]([CH3:14])([CH3:13])[CH3:11])=[O:17])=[O:17])([CH3:14])[CH3:13]. The catalyst is C1COCC1. The product is [C:12]([O:15][C:16](=[O:17])[NH:1][C:2]1[CH:3]=[C:4]([CH3:10])[C:5]([OH:9])=[CH:6][C:7]=1[CH3:8])([CH3:14])([CH3:13])[CH3:11]. The yield is 0.900.